This data is from HIV replication inhibition screening data with 41,000+ compounds from the AIDS Antiviral Screen. The task is: Binary Classification. Given a drug SMILES string, predict its activity (active/inactive) in a high-throughput screening assay against a specified biological target. (1) The molecule is Cc1cc(C)c2c(c1)sc1nncn12. The result is 0 (inactive). (2) The drug is Cc1cc(C)c(-n2c(-c3ccc(Br)cc3)csc2=NN=C2C=C(C(C)(C)C)C(=O)C(C(C)(C)C)=C2)c(C)c1. The result is 0 (inactive). (3) The compound is CC(=O)Oc1c2c(c(OC(C)=O)c3c1C(=O)c1ccccc1C3=O)CCC(C(C)O)=C2. The result is 0 (inactive). (4) The molecule is COC(=O)C=C(C(=O)OC)c1c(C)cc2c(C)cc(C)cc(C)c1-2. The result is 0 (inactive). (5) The molecule is CCN(CC)CCCNc1ncc(C)c2c1c1ccc3c(O)cccc3c1n2C. The result is 0 (inactive).